This data is from Forward reaction prediction with 1.9M reactions from USPTO patents (1976-2016). The task is: Predict the product of the given reaction. (1) Given the reactants C1(C(C2C=CC=CC=2)=[N:8][C:9]2[CH:10]=[N:11][C:12]([CH2:15][S:16]([CH3:19])(=[O:18])=[O:17])=[CH:13][CH:14]=2)C=CC=CC=1.Cl, predict the reaction product. The product is: [CH3:19][S:16]([CH2:15][C:12]1[N:11]=[CH:10][C:9]([NH2:8])=[CH:14][CH:13]=1)(=[O:18])=[O:17]. (2) Given the reactants CO[C:3](=[O:13])[C:4]1[CH:9]=[C:8]([Cl:10])[CH:7]=[C:6]([Cl:11])[C:5]=1[NH2:12].[C:14]([NH2:18])([CH3:17])([CH3:16])[CH3:15], predict the reaction product. The product is: [C:14]([NH:18][C:3](=[O:13])[C:4]1[CH:9]=[C:8]([Cl:10])[CH:7]=[C:6]([Cl:11])[C:5]=1[NH2:12])([CH3:17])([CH3:16])[CH3:15]. (3) Given the reactants [H-].[Al+3].[Li+].[H-].[H-].[H-].[CH3:7][C:8]1([CH3:23])[CH2:13][CH2:12][CH2:11][CH:10]([O:14][C:15]2[CH:16]=[CH:17][C:18]([C:21]#[N:22])=[N:19][CH:20]=2)[CH2:9]1.[OH-].[Na+], predict the reaction product. The product is: [NH2:22][CH2:21][C:18]1[CH:17]=[CH:16][C:15]([O:14][CH:10]2[CH2:11][CH2:12][CH2:13][C:8]([CH3:23])([CH3:7])[CH2:9]2)=[CH:20][N:19]=1.